From a dataset of NCI-60 drug combinations with 297,098 pairs across 59 cell lines. Regression. Given two drug SMILES strings and cell line genomic features, predict the synergy score measuring deviation from expected non-interaction effect. (1) Drug 1: C1=CC(=CC=C1CCC2=CNC3=C2C(=O)NC(=N3)N)C(=O)NC(CCC(=O)O)C(=O)O. Drug 2: C1CC(C1)(C(=O)O)C(=O)O.[NH2-].[NH2-].[Pt+2]. Cell line: NCI-H226. Synergy scores: CSS=24.3, Synergy_ZIP=-3.55, Synergy_Bliss=0.182, Synergy_Loewe=3.47, Synergy_HSA=3.83. (2) Drug 1: CC1=C(C(CCC1)(C)C)C=CC(=CC=CC(=CC(=O)O)C)C. Drug 2: C1=NNC2=C1C(=O)NC=N2. Cell line: SR. Synergy scores: CSS=-5.44, Synergy_ZIP=3.76, Synergy_Bliss=2.19, Synergy_Loewe=-4.93, Synergy_HSA=-4.26. (3) Drug 1: CS(=O)(=O)C1=CC(=C(C=C1)C(=O)NC2=CC(=C(C=C2)Cl)C3=CC=CC=N3)Cl. Drug 2: C1=CN(C=N1)CC(O)(P(=O)(O)O)P(=O)(O)O. Cell line: NCI/ADR-RES. Synergy scores: CSS=12.3, Synergy_ZIP=-3.44, Synergy_Bliss=4.90, Synergy_Loewe=4.66, Synergy_HSA=4.90. (4) Drug 1: C1=CC(=CC=C1CCC2=CNC3=C2C(=O)NC(=N3)N)C(=O)NC(CCC(=O)O)C(=O)O. Drug 2: CC1CCC2CC(C(=CC=CC=CC(CC(C(=O)C(C(C(=CC(C(=O)CC(OC(=O)C3CCCCN3C(=O)C(=O)C1(O2)O)C(C)CC4CCC(C(C4)OC)OCCO)C)C)O)OC)C)C)C)OC. Cell line: RXF 393. Synergy scores: CSS=26.3, Synergy_ZIP=-2.33, Synergy_Bliss=-0.272, Synergy_Loewe=2.96, Synergy_HSA=4.06. (5) Drug 1: C1=C(C(=O)NC(=O)N1)N(CCCl)CCCl. Drug 2: CN(C)C1=NC(=NC(=N1)N(C)C)N(C)C. Cell line: A498. Synergy scores: CSS=14.3, Synergy_ZIP=-5.14, Synergy_Bliss=6.02, Synergy_Loewe=-12.7, Synergy_HSA=1.63.